Dataset: Catalyst prediction with 721,799 reactions and 888 catalyst types from USPTO. Task: Predict which catalyst facilitates the given reaction. (1) Reactant: C[O:2][C:3]1[C:8]([CH2:9][N:10]2[CH2:15][CH2:14][CH:13]([CH2:16][CH:17]([C:26]#[N:27])[C:18]3[CH:23]=[CH:22][CH:21]=[CH:20][C:19]=3[O:24][CH3:25])[CH2:12][CH2:11]2)=[CH:7][CH:6]=[CH:5][N:4]=1.C(OC(=O)C)C.[ClH:34]. Product: [ClH:34].[ClH:34].[O:2]=[C:3]1[C:8]([CH2:9][N:10]2[CH2:11][CH2:12][CH:13]([CH2:16][CH:17]([C:26]#[N:27])[C:18]3[CH:23]=[CH:22][CH:21]=[CH:20][C:19]=3[O:24][CH3:25])[CH2:14][CH2:15]2)=[CH:7][CH:6]=[CH:5][NH:4]1. The catalyst class is: 8. (2) Reactant: [I:1][C:2]1[C:3]2[C:4](=[CH:8][NH:9][N:10]=2)[N:5]=[CH:6][CH:7]=1.Br[CH2:12][CH2:13][C:14]([CH3:17])([OH:16])[CH3:15].C([O-])([O-])=O.[Cs+].[Cs+]. Product: [I:1][C:2]1[CH:7]=[CH:6][N:5]=[C:4]2[CH:8]=[N:9][N:10]([CH2:12][CH2:13][C:14]([CH3:17])([OH:16])[CH3:15])[C:3]=12. The catalyst class is: 3. (3) Reactant: [Cl:1][C:2]1[C:7]([OH:8])=[CH:6][CH:5]=[C:4]([F:9])[C:3]=1[NH:10][C:11](=O)[C:12]1[CH:17]=[C:16]([C:18]2[CH:23]=[CH:22][CH:21]=[C:20]([F:24])[CH:19]=2)[CH:15]=[CH:14][C:13]=1[F:25]. Product: [Cl:1][C:2]1[C:3]([NH:10][CH2:11][C:12]2[CH:17]=[C:16]([C:18]3[CH:23]=[CH:22][CH:21]=[C:20]([F:24])[CH:19]=3)[CH:15]=[CH:14][C:13]=2[F:25])=[C:4]([F:9])[CH:5]=[CH:6][C:7]=1[OH:8]. The catalyst class is: 1. (4) Reactant: [OH:1][C:2]([C:5]1[CH:6]=[C:7]([C:11](OC)=[O:12])[CH:8]=[N:9][CH:10]=1)([CH3:4])[CH3:3].[H-].C([Al+]CC(C)C)C(C)C. Product: [OH:1][C:2]([C:5]1[CH:6]=[C:7]([CH:11]=[O:12])[CH:8]=[N:9][CH:10]=1)([CH3:4])[CH3:3]. The catalyst class is: 451. (5) Reactant: CO.O.[OH-].[Li+].[F:6][C@H:7]1[CH2:24][C@@:22]2([CH3:23])[C@@H:18]([CH2:19][CH:20]=[C:21]2[C:25]2[CH:26]=[N:27][CH:28]=[C:29]([F:31])[CH:30]=2)[C@H:17]2[C@H:8]1[C:9]1[CH:10]=[CH:11][C:12]([C:32]([O:34]C)=[O:33])=[CH:13][C:14]=1[CH2:15][CH2:16]2.C(O)(=O)CC(CC(O)=O)(C(O)=O)O. Product: [F:6][C@H:7]1[CH2:24][C@@:22]2([CH3:23])[C@@H:18]([CH2:19][CH:20]=[C:21]2[C:25]2[CH:26]=[N:27][CH:28]=[C:29]([F:31])[CH:30]=2)[C@H:17]2[C@H:8]1[C:9]1[CH:10]=[CH:11][C:12]([C:32]([OH:34])=[O:33])=[CH:13][C:14]=1[CH2:15][CH2:16]2. The catalyst class is: 90. (6) Reactant: [CH2:1]([O:8][C:9]1[CH:17]=[CH:16][C:12]([C:13]([NH2:15])=[O:14])=[CH:11][CH:10]=1)[C:2]1[CH:7]=[CH:6][CH:5]=[CH:4][CH:3]=1.[Cl:18][CH2:19][C:20]([CH2:22]Cl)=O. Product: [CH2:1]([O:8][C:9]1[CH:10]=[CH:11][C:12]([C:13]2[O:14][CH:22]=[C:20]([CH2:19][Cl:18])[N:15]=2)=[CH:16][CH:17]=1)[C:2]1[CH:3]=[CH:4][CH:5]=[CH:6][CH:7]=1. The catalyst class is: 113. (7) Product: [CH:45]1([NH:48][C:37]([NH:1][C:2]2[CH:31]=[CH:30][C:5]([O:6][C:7]3[CH:12]=[CH:11][N:10]=[C:9]4[CH:13]=[C:14]([C:16]5[CH:17]=[CH:18][C:19]([CH2:22][N:23]6[CH2:28][CH2:27][O:26][CH2:25][C:24]6=[O:29])=[CH:20][N:21]=5)[S:15][C:8]=34)=[C:4]([F:32])[CH:3]=2)=[O:43])[CH2:47][CH2:46]1. The catalyst class is: 76. Reactant: [NH2:1][C:2]1[CH:31]=[CH:30][C:5]([O:6][C:7]2[CH:12]=[CH:11][N:10]=[C:9]3[CH:13]=[C:14]([C:16]4[N:21]=[CH:20][C:19]([CH2:22][N:23]5[CH2:28][CH2:27][O:26][CH2:25][C:24]5=[O:29])=[CH:18][CH:17]=4)[S:15][C:8]=23)=[C:4]([F:32])[CH:3]=1.ClC(Cl)(O[C:37](=[O:43])OC(Cl)(Cl)Cl)Cl.[CH:45]1([NH2:48])[CH2:47][CH2:46]1. (8) Reactant: [C:1]([O:5][C:6](=[O:15])[CH2:7][CH2:8][C:9](N(OC)C)=[O:10])([CH3:4])([CH3:3])[CH3:2].C1COCC1.[H-].C([Al+]CC(C)C)C(C)C.[Cl-].[NH4+]. Product: [O:10]=[CH:9][CH2:8][CH2:7][C:6]([O:5][C:1]([CH3:4])([CH3:3])[CH3:2])=[O:15]. The catalyst class is: 581.